Dataset: Ames mutagenicity test results for genotoxicity prediction. Task: Regression/Classification. Given a drug SMILES string, predict its toxicity properties. Task type varies by dataset: regression for continuous values (e.g., LD50, hERG inhibition percentage) or binary classification for toxic/non-toxic outcomes (e.g., AMES mutagenicity, cardiotoxicity, hepatotoxicity). Dataset: ames. (1) The molecule is COc1ccc(C=O)cc1. The result is 0 (non-mutagenic). (2) The result is 1 (mutagenic). The compound is O=C1NC(=O)C(Cl)C1=C(Cl)Cl. (3) The compound is ClCCOP(OCCCl)OCCCl. The result is 1 (mutagenic).